From a dataset of TCR-epitope binding with 47,182 pairs between 192 epitopes and 23,139 TCRs. Binary Classification. Given a T-cell receptor sequence (or CDR3 region) and an epitope sequence, predict whether binding occurs between them. (1) The epitope is KPLEFGATSAAL. The TCR CDR3 sequence is CATGLAGLQETQYF. Result: 1 (the TCR binds to the epitope). (2) The epitope is VLQAVGACV. The TCR CDR3 sequence is CASTGLGRGGTEAFF. Result: 0 (the TCR does not bind to the epitope). (3) The epitope is KEIDRLNEV. The TCR CDR3 sequence is CASSLAQGTNTEAFF. Result: 1 (the TCR binds to the epitope).